Dataset: Reaction yield outcomes from USPTO patents with 853,638 reactions. Task: Predict the reaction yield, written as a fraction of the theoretical maximum amount of product (1.0 means a 100% yield; for example, 0.34 means a 34% yield). (1) The reactants are [N+:1]([C:4]1[CH:5]=[CH:6][C:7]2[NH:12][C:11](=[O:13])[CH2:10][S:9][C:8]=2[CH:14]=1)([O-:3])=[O:2].C(=O)([O-])[O-].[K+].[K+].Cl.Cl[CH2:23][CH2:24][N:25]([CH3:27])[CH3:26]. The catalyst is CN(C=O)C.O. The product is [CH3:26][N:25]([CH3:27])[CH2:24][CH2:23][N:12]1[C:11](=[O:13])[CH2:10][S:9][C:8]2[CH:14]=[C:4]([N+:1]([O-:3])=[O:2])[CH:5]=[CH:6][C:7]1=2. The yield is 0.553. (2) The reactants are [F:1][C:2]1[CH:7]=[CH:6][C:5]([CH:8]2[C:12]3[C:13]([CH3:20])=[C:14]([NH2:19])[C:15]([CH3:18])=[C:16]([CH3:17])[C:11]=3[O:10][C:9]2([CH3:22])[CH3:21])=[CH:4][CH:3]=1.C([O:26][CH2:27][CH3:28])(=O)C. No catalyst specified. The product is [F:1][C:2]1[CH:7]=[CH:6][C:5]([CH:8]2[C:12]3[C:13]([CH3:20])=[C:14]([N:19]4[C:9](=[O:10])[C:8]5[C:28](=[CH:2][CH:3]=[CH:4][CH:5]=5)[C:27]4=[O:26])[C:15]([CH3:18])=[C:16]([CH3:17])[C:11]=3[O:10][C:9]2([CH3:22])[CH3:21])=[CH:4][CH:3]=1. The yield is 0.720. (3) The reactants are [O:1]=[C:2]1[N:10]([CH2:11][CH2:12][CH3:13])[C:9]2[N:8]=[C:7]([C:14]34[CH2:21][CH2:20][C:17]([O:22][P:23](=[O:40])([O:32]CC5C=CC=CC=5)[O:24]CC5C=CC=CC=5)([CH2:18][CH2:19]3)[CH2:16][CH2:15]4)[NH:6][C:5]=2[C:4](=[O:41])[N:3]1[CH2:42][CH2:43][CH3:44]. The catalyst is CO.C1COCC1.[Pd]. The product is [O:1]=[C:2]1[N:10]([CH2:11][CH2:12][CH3:13])[C:9]2[N:8]=[C:7]([C:14]34[CH2:19][CH2:18][C:17]([O:22][P:23](=[O:24])([OH:32])[OH:40])([CH2:16][CH2:15]3)[CH2:20][CH2:21]4)[NH:6][C:5]=2[C:4](=[O:41])[N:3]1[CH2:42][CH2:43][CH3:44]. The yield is 0.860.